Predict the product of the given reaction. From a dataset of Forward reaction prediction with 1.9M reactions from USPTO patents (1976-2016). Given the reactants C(OC([NH:8][C:9]1[CH:14]=[CH:13][C:12]([C:15]2[CH:20]=[CH:19][C:18](/[CH:21]=[CH:22]/[C:23]3[N:24]([CH2:36][C:37]4[CH:45]=[CH:44][C:40]([C:41]([OH:43])=[O:42])=[CH:39][CH:38]=4)[CH:25]=[C:26]([C:28]4[CH:33]=[CH:32][C:31]([Cl:34])=[CH:30][C:29]=4[Cl:35])[N:27]=3)=[CH:17][CH:16]=2)=[CH:11][C:10]=1[O:46][CH3:47])=O)(C)(C)C.Cl, predict the reaction product. The product is: [NH2:8][C:9]1[CH:14]=[CH:13][C:12]([C:15]2[CH:16]=[CH:17][C:18](/[CH:21]=[CH:22]/[C:23]3[N:24]([CH2:36][C:37]4[CH:38]=[CH:39][C:40]([C:41]([OH:43])=[O:42])=[CH:44][CH:45]=4)[CH:25]=[C:26]([C:28]4[CH:33]=[CH:32][C:31]([Cl:34])=[CH:30][C:29]=4[Cl:35])[N:27]=3)=[CH:19][CH:20]=2)=[CH:11][C:10]=1[O:46][CH3:47].